Dataset: Reaction yield outcomes from USPTO patents with 853,638 reactions. Task: Predict the reaction yield, written as a fraction of the theoretical maximum amount of product (1.0 means a 100% yield; for example, 0.34 means a 34% yield). The reactants are [NH2:1][C:2]1[C:3]2[C:13]([O:14][CH2:15][C:16]([NH:19][C:20](=[O:28])[C:21]3[CH:26]=[CH:25][N:24]=[C:23](Br)[CH:22]=3)([CH3:18])[CH3:17])=[CH:12][CH:11]=[CH:10][C:4]=2[NH:5][S:6](=[O:9])(=[O:8])[N:7]=1.[OH:29][C:30]1[CH:35]=[CH:34][CH:33]=[CH:32][C:31]=1B(O)O. The yield is 0.350. No catalyst specified. The product is [NH2:1][C:2]1[C:3]2[C:13]([O:14][CH2:15][C:16]([NH:19][C:20](=[O:28])[C:21]3[CH:26]=[CH:25][N:24]=[C:23]([C:31]4[CH:32]=[CH:33][CH:34]=[CH:35][C:30]=4[OH:29])[CH:22]=3)([CH3:18])[CH3:17])=[CH:12][CH:11]=[CH:10][C:4]=2[NH:5][S:6](=[O:9])(=[O:8])[N:7]=1.